This data is from NCI-60 drug combinations with 297,098 pairs across 59 cell lines. The task is: Regression. Given two drug SMILES strings and cell line genomic features, predict the synergy score measuring deviation from expected non-interaction effect. Drug 1: CN1C(=O)N2C=NC(=C2N=N1)C(=O)N. Drug 2: CC1C(C(CC(O1)OC2CC(CC3=C2C(=C4C(=C3O)C(=O)C5=C(C4=O)C(=CC=C5)OC)O)(C(=O)CO)O)N)O.Cl. Cell line: CCRF-CEM. Synergy scores: CSS=35.7, Synergy_ZIP=-1.26, Synergy_Bliss=-2.30, Synergy_Loewe=-38.7, Synergy_HSA=-2.45.